This data is from Reaction yield outcomes from USPTO patents with 853,638 reactions. The task is: Predict the reaction yield, written as a fraction of the theoretical maximum amount of product (1.0 means a 100% yield; for example, 0.34 means a 34% yield). (1) The reactants are [OH-].[Na+].[CH3:3][N:4]1[CH2:9][CH2:8][NH:7][CH2:6][CH2:5]1.Cl[C:11]1[CH:12]=[CH:13][C:14]([N+:18]([O-:20])=[O:19])=[C:15]([CH:17]=1)[NH2:16]. No catalyst specified. The product is [CH3:3][N:4]1[CH2:9][CH2:8][N:7]([C:11]2[CH:12]=[CH:13][C:14]([N+:18]([O-:20])=[O:19])=[C:15]([CH:17]=2)[NH2:16])[CH2:6][CH2:5]1. The yield is 0.989. (2) The reactants are [NH2:1][C:2]1[CH:7]=[C:6]([CH2:8][O:9][C:10]2[C:19]3[C:14](=[CH:15][CH:16]=[CH:17][CH:18]=3)[C:13]([NH:20][C:21]([NH:23][C:24]3[N:28]([C:29]4[CH:34]=[CH:33][C:32]([CH3:35])=[CH:31][CH:30]=4)[N:27]=[C:26]([C:36]([CH3:39])([CH3:38])[CH3:37])[CH:25]=3)=[O:22])=[CH:12][CH:11]=2)[CH:5]=[CH:4][N:3]=1.CCN(C(C)C)C(C)C.[CH3:49][O:50][CH2:51][C:52](Cl)=[O:53].N. The catalyst is C(Cl)Cl.CN(C=O)C.CO. The product is [C:36]([C:26]1[CH:25]=[C:24]([NH:23][C:21](=[O:22])[NH:20][C:13]2[C:14]3[C:19](=[CH:18][CH:17]=[CH:16][CH:15]=3)[C:10]([O:9][CH2:8][C:6]3[CH:5]=[CH:4][N:3]=[C:2]([NH:1][C:52](=[O:53])[CH2:51][O:50][CH3:49])[CH:7]=3)=[CH:11][CH:12]=2)[N:28]([C:29]2[CH:30]=[CH:31][C:32]([CH3:35])=[CH:33][CH:34]=2)[N:27]=1)([CH3:39])([CH3:38])[CH3:37]. The yield is 0.490. (3) The reactants are [CH3:1][O:2][C:3]1[CH:18]=[CH:17][CH:16]=[CH:15][C:4]=1[CH2:5][N:6]1[C:11]([CH3:12])=[CH:10][C:9]([OH:13])=[CH:8][C:7]1=[O:14].[Cl:19]N1C(=O)CCC1=O. The catalyst is ClCCCl.C(O)(C)C. The product is [CH3:1][O:2][C:3]1[CH:18]=[CH:17][CH:16]=[CH:15][C:4]=1[CH2:5][N:6]1[C:11]([CH3:12])=[CH:10][C:9]([OH:13])=[C:8]([Cl:19])[C:7]1=[O:14]. The yield is 0.545. (4) The reactants are [CH2:1]([NH:3][C:4]1[CH:13]=[C:12]2[C:7]([C:8]([N:14]3[CH2:19][CH2:18][NH:17][CH2:16][CH2:15]3)=[N:9][CH:10]=[N:11]2)=[CH:6][C:5]=1[N+:20]([O-:22])=[O:21])[CH3:2].C(N(CC)CC)C.[C:30](O[C:30]([O:32][C:33]([CH3:36])([CH3:35])[CH3:34])=[O:31])([O:32][C:33]([CH3:36])([CH3:35])[CH3:34])=[O:31]. The catalyst is ClCCl. The product is [C:33]([O:32][C:30]([N:17]1[CH2:18][CH2:19][N:14]([C:8]2[C:7]3[C:12](=[CH:13][C:4]([NH:3][CH2:1][CH3:2])=[C:5]([N+:20]([O-:22])=[O:21])[CH:6]=3)[N:11]=[CH:10][N:9]=2)[CH2:15][CH2:16]1)=[O:31])([CH3:36])([CH3:35])[CH3:34]. The yield is 0.920. (5) The product is [CH3:1][O:2][C:3]1[CH:8]=[CH:7][C:6]([C:9]2[CH:14]=[CH:13][C:12]([S:15]([Cl:21])(=[O:18])=[O:16])=[CH:11][CH:10]=2)=[CH:5][CH:4]=1. The catalyst is CN(C=O)C. The yield is 0.950. The reactants are [CH3:1][O:2][C:3]1[CH:8]=[CH:7][C:6]([C:9]2[CH:14]=[CH:13][C:12]([S:15]([OH:18])(=O)=[O:16])=[CH:11][CH:10]=2)=[CH:5][CH:4]=1.S(Cl)([Cl:21])=O.